Task: Regression. Given a peptide amino acid sequence and an MHC pseudo amino acid sequence, predict their binding affinity value. This is MHC class II binding data.. Dataset: Peptide-MHC class II binding affinity with 134,281 pairs from IEDB (1) The peptide sequence is KISGEWYSIFLASDVK. The MHC is DRB3_0202 with pseudo-sequence DRB3_0202. The binding affinity (normalized) is 0.142. (2) The peptide sequence is CGMFTNRSGSQQW. The MHC is DRB1_1602 with pseudo-sequence DRB1_1602. The binding affinity (normalized) is 0.179.